From a dataset of Tyrosyl-DNA phosphodiesterase HTS with 341,365 compounds. Binary Classification. Given a drug SMILES string, predict its activity (active/inactive) in a high-throughput screening assay against a specified biological target. (1) The drug is Clc1ccc(N2CCN(C(=O)C3CCN(S(=O)(=O)c4c(noc4/C=C\c4c(cc(cc4C)C)C)C)CC3)CC2)cc1. The result is 0 (inactive). (2) The drug is O=C(NCCCN1CCN(CC1)c1c(ccc(c1)C)C)Cn1[nH]cc2c(nc3c2cccc3)c1=O. The result is 0 (inactive). (3) The drug is Clc1ccc(OCc2oc(N3CCN(CC3)Cc3ccccc3)c(n2)C#N)cc1. The result is 0 (inactive). (4) The molecule is Brc1ccc(C2CC(=O)N3CN(C4CCCCC4)CSC3=C2C#N)cc1. The result is 0 (inactive). (5) The drug is Fc1c(C(N(Cc2occc2)C(=O)c2ncccc2)C(=O)NC2CCCCC2)cccc1. The result is 0 (inactive). (6) The molecule is S1(=O)(=O)c2c(N(Cc3c(F)cccc3)C(=O)c3c1cccc3)cc(cc2)C(=O)NCc1ccc(cc1)C. The result is 0 (inactive).